This data is from Full USPTO retrosynthesis dataset with 1.9M reactions from patents (1976-2016). The task is: Predict the reactants needed to synthesize the given product. Given the product [N:1]1([CH2:7][CH2:8][CH2:9][NH:10][C:11]([C:13]2[N:14]([CH3:28])[C:15]([C:18]3[S:26][C:25]4[C:20](=[N:21][CH:22]=[CH:23][C:24]=4[NH:39][C:35]4[CH:36]=[C:37]5[C:32](=[CH:33][CH:34]=4)[NH:31][C:30]([CH3:29])=[CH:38]5)[CH:19]=3)=[CH:16][N:17]=2)=[O:12])[CH2:6][CH2:5][O:4][CH2:3][CH2:2]1, predict the reactants needed to synthesize it. The reactants are: [N:1]1([CH2:7][CH2:8][CH2:9][NH:10][C:11]([C:13]2[N:14]([CH3:28])[C:15]([C:18]3[S:26][C:25]4[C:20](=[N:21][CH:22]=[CH:23][C:24]=4Cl)[CH:19]=3)=[CH:16][N:17]=2)=[O:12])[CH2:6][CH2:5][O:4][CH2:3][CH2:2]1.[CH3:29][C:30]1[NH:31][C:32]2[C:37]([CH:38]=1)=[CH:36][C:35]([NH2:39])=[CH:34][CH:33]=2.